Predict the reaction yield, written as a fraction of the theoretical maximum amount of product (1.0 means a 100% yield; for example, 0.34 means a 34% yield). From a dataset of Reaction yield outcomes from USPTO patents with 853,638 reactions. (1) The reactants are [CH3:1][C:2]1[CH:7]=[CH:6][C:5]([N+:8]([O-])=O)=[CH:4][C:3]=1[NH:11][C:12](=[O:36])[C:13]1[CH:18]=[CH:17][C:16]([NH:19][C:20]2[N:29]=[C:28]([C:30]3[CH:35]=[CH:34][CH:33]=[CH:32][CH:31]=3)[C:27]3[C:22](=[CH:23][CH:24]=[CH:25][CH:26]=3)[N:21]=2)=[CH:15][CH:14]=1.C(O)=O.C([O-])=O.[K+]. The catalyst is [Pt].O1CCCC1.C(O)C. The product is [NH2:8][C:5]1[CH:6]=[CH:7][C:2]([CH3:1])=[C:3]([NH:11][C:12](=[O:36])[C:13]2[CH:18]=[CH:17][C:16]([NH:19][C:20]3[N:29]=[C:28]([C:30]4[CH:31]=[CH:32][CH:33]=[CH:34][CH:35]=4)[C:27]4[C:22](=[CH:23][CH:24]=[CH:25][CH:26]=4)[N:21]=3)=[CH:15][CH:14]=2)[CH:4]=1. The yield is 0.850. (2) The reactants are N1CCCCC1.[CH2:7]([O:13][C:14]1[CH:21]=[CH:20][C:17]([CH:18]=O)=[CH:16][C:15]=1[O:22][CH3:23])[CH2:8][CH2:9][CH2:10][C:11]#[CH:12].C([CH2:27][C:28]([NH:30][C:31]1[CH:39]=[CH:38][CH:37]=[CH:36][C:32]=1[C:33]([OH:35])=[O:34])=[O:29])(O)=O.Cl. The catalyst is C1(C)C=CC=CC=1. The product is [CH2:7]([O:13][C:14]1[CH:21]=[CH:20][C:17](/[CH:18]=[CH:27]/[C:28]([NH:30][C:31]2[CH:39]=[CH:38][CH:37]=[CH:36][C:32]=2[C:33]([OH:35])=[O:34])=[O:29])=[CH:16][C:15]=1[O:22][CH3:23])[CH2:8][CH2:9][CH2:10][C:11]#[CH:12]. The yield is 0.730. (3) The reactants are Cl.[Cl:2][CH2:3][CH2:4][NH:5][CH2:6][CH2:7][Cl:8].C(N(CC)C(C)C)(C)C.[C:18](O[C:18]([O:20][C:21]([CH3:24])([CH3:23])[CH3:22])=[O:19])([O:20][C:21]([CH3:24])([CH3:23])[CH3:22])=[O:19]. The catalyst is ClCCl.CN(C)C1C=CN=CC=1. The product is [C:21]([O:20][C:18](=[O:19])[N:5]([CH2:6][CH2:7][Cl:8])[CH2:4][CH2:3][Cl:2])([CH3:24])([CH3:23])[CH3:22]. The yield is 0.210. (4) The reactants are Cl.Cl.[CH3:3][C:4]1[NH:8][C:7]2[CH:9]=[CH:10][C:11]([NH:13][NH2:14])=[CH:12][C:6]=2[N:5]=1.[C:15]1([S:21]([N:24]2[C:32]3[C:27](=[CH:28][CH:29]=[CH:30][CH:31]=3)[CH:26]=[C:25]2[C:33]([C:35](=[CH:38]N(C)C)[C:36]#[N:37])=[O:34])(=[O:23])=[O:22])[CH:20]=[CH:19][CH:18]=[CH:17][CH:16]=1. The catalyst is C(O)C. The product is [NH2:37][C:36]1[N:13]([C:11]2[CH:10]=[CH:9][C:7]3[NH:8][C:4]([CH3:3])=[N:5][C:6]=3[CH:12]=2)[N:14]=[CH:38][C:35]=1[C:33]([C:25]1[N:24]([S:21]([C:15]2[CH:20]=[CH:19][CH:18]=[CH:17][CH:16]=2)(=[O:23])=[O:22])[C:32]2[C:27]([CH:26]=1)=[CH:28][CH:29]=[CH:30][CH:31]=2)=[O:34]. The yield is 0.910. (5) The reactants are [F:1][C:2]([F:33])([F:32])[C:3]1[CH:4]=[C:5]([CH:25]=[C:26]([C:28]([F:31])([F:30])[F:29])[CH:27]=1)[CH2:6][N:7]([CH3:24])[C:8](=[O:23])[C:9]1[C:14]([C:15]2[CH:20]=[CH:19][CH:18]=[CH:17][C:16]=2[CH3:21])=[CH:13][C:12](I)=[N:11][CH:10]=1.[CH2:34]([O:36][C:37]([Sn](CCCC)(CCCC)CCCC)=[CH2:38])[CH3:35].[F-].[K+]. The catalyst is C1(C)C=CC=CC=1.Cl[Pd](Cl)([P](C1C=CC=CC=1)(C1C=CC=CC=1)C1C=CC=CC=1)[P](C1C=CC=CC=1)(C1C=CC=CC=1)C1C=CC=CC=1. The product is [F:1][C:2]([F:33])([F:32])[C:3]1[CH:4]=[C:5]([CH:25]=[C:26]([C:28]([F:31])([F:30])[F:29])[CH:27]=1)[CH2:6][N:7]([CH3:24])[C:8](=[O:23])[C:9]1[C:14]([C:15]2[CH:20]=[CH:19][CH:18]=[CH:17][C:16]=2[CH3:21])=[CH:13][C:12]([C:34]([O:36][CH2:37][CH3:38])=[CH2:35])=[N:11][CH:10]=1. The yield is 0.660. (6) The reactants are Br[C:2]1[CH2:3][C:4]2[C:9]([CH:10]=1)=[CH:8][CH:7]=[CH:6][CH:5]=2.[CH:11]1[C:20]2[C:15](=[CH:16][CH:17]=[CH:18][CH:19]=2)[CH:14]=[CH:13][C:12]=1B(O)O.C([O-])([O-])=O.[K+].[K+]. The catalyst is COC.O. The product is [CH2:3]1[C:4]2[C:9](=[CH:8][CH:7]=[CH:6][CH:5]=2)[CH:10]=[C:2]1[C:13]1[CH:12]=[CH:11][C:20]2[C:15](=[CH:16][CH:17]=[CH:18][CH:19]=2)[CH:14]=1. The yield is 0.670. (7) The reactants are [C:1]([O:5][C:6]([C:8]1([CH2:27][CH2:28][CH:29]=[CH2:30])[CH:12]([CH2:13][CH3:14])[O:11][C:10]([C:21]2[CH:26]=[CH:25][CH:24]=[CH:23][CH:22]=2)([C:15]2[CH:20]=[CH:19][CH:18]=[CH:17][CH:16]=2)[NH:9]1)=[O:7])([CH3:4])([CH3:3])[CH3:2].[CH3:31][C:32]1([CH3:39])[C:36]([CH3:38])([CH3:37])[O:35][BH:34][O:33]1. The catalyst is ClCCl.C(OCC)(=O)C.C1C=CC(P(C2C=CC=CC=2)C2C=CC=CC=2)=CC=1.C1C=CC(P(C2C=CC=CC=2)C2C=CC=CC=2)=CC=1.C1C=CC(P(C2C=CC=CC=2)C2C=CC=CC=2)=CC=1.[Cl-].[Rh]. The product is [C:1]([O:5][C:6]([C:8]1([CH2:27][CH2:28][CH2:29][CH2:30][B:34]2[O:35][C:36]([CH3:38])([CH3:37])[C:32]([CH3:39])([CH3:31])[O:33]2)[CH:12]([CH2:13][CH3:14])[O:11][C:10]([C:15]2[CH:16]=[CH:17][CH:18]=[CH:19][CH:20]=2)([C:21]2[CH:22]=[CH:23][CH:24]=[CH:25][CH:26]=2)[NH:9]1)=[O:7])([CH3:4])([CH3:3])[CH3:2]. The yield is 0.500. (8) The reactants are [Cl:1][C:2]1[CH:7]=[CH:6][C:5]([O:8][C:9]2[CH:14]=[CH:13][C:12]([CH2:15][N:16]([CH3:20])[C:17]([NH2:19])=[NH:18])=[CH:11][CH:10]=2)=[CH:4][C:3]=1[C:21]([F:24])([F:23])[F:22].[OH:25]/[CH:26]=[C:27](/[CH2:32][C:33]1[CH:34]=[N:35][C:36]([O:39][CH3:40])=[N:37][CH:38]=1)\[C:28](OC)=O.C([O-])([O-])=O.[K+].[K+]. The catalyst is CN1C(=O)CCC1. The product is [Cl:1][C:2]1[CH:7]=[CH:6][C:5]([O:8][C:9]2[CH:14]=[CH:13][C:12]([CH2:15][N:16]([CH3:20])[C:17]3[NH:19][CH:28]=[C:27]([CH2:32][C:33]4[CH:34]=[N:35][C:36]([O:39][CH3:40])=[N:37][CH:38]=4)[C:26](=[O:25])[N:18]=3)=[CH:11][CH:10]=2)=[CH:4][C:3]=1[C:21]([F:22])([F:23])[F:24]. The yield is 0.0880.